From a dataset of CYP1A2 inhibition data for predicting drug metabolism from PubChem BioAssay. Regression/Classification. Given a drug SMILES string, predict its absorption, distribution, metabolism, or excretion properties. Task type varies by dataset: regression for continuous measurements (e.g., permeability, clearance, half-life) or binary classification for categorical outcomes (e.g., BBB penetration, CYP inhibition). Dataset: cyp1a2_veith. (1) The result is 1 (inhibitor). The compound is CN(C)c1ncc2nc(-c3ccc(Cl)cc3)c(=O)n(Cc3ccc(F)cc3)c2n1. (2) The molecule is Cc1ncc(CO)c(CO)c1O. The result is 0 (non-inhibitor).